Dataset: Forward reaction prediction with 1.9M reactions from USPTO patents (1976-2016). Task: Predict the product of the given reaction. (1) The product is: [OH:3][P:2]([O-:5])([O-:4])=[O:1].[Na+:6].[Na+:6].[O-:10][P:9]([O:12][P:2]([O-:4])([O-:3])=[O:1])(=[O:11])[O-:8].[Na+:6].[Na+:6].[Na+:6].[Na+:6]. Given the reactants [OH:1][P:2]([O-:5])([O-:4])=[O:3].[Na+:6].[Na+].[OH:8][P:9]([O-:12])([OH:11])=[O:10].[Na+].C(N(CC(O)=O)CC(O)=O)CN(CC(O)=O)CC(O)=O.[OH-].[Na+], predict the reaction product. (2) The product is: [Cl:22][C:23]1[CH:24]=[C:25]([CH:26]=[CH:27][CH:28]=1)[O:29][C:2]1[CH:12]=[C:11]([F:13])[CH:10]=[CH:9][C:3]=1[C:4]([O:6][CH2:7][CH3:8])=[O:5]. Given the reactants F[C:2]1[CH:12]=[C:11]([F:13])[CH:10]=[CH:9][C:3]=1[C:4]([O:6][CH2:7][CH3:8])=[O:5].[O-]P([O-])([O-])=O.[K+].[K+].[K+].[Cl:22][C:23]1[CH:24]=[C:25]([OH:29])[CH:26]=[CH:27][CH:28]=1.CCOCC, predict the reaction product. (3) Given the reactants [F:1][C:2]1[C:3]([N+:11]([O-:13])=[O:12])=[C:4]([OH:10])[CH:5]=[C:6]([F:9])[C:7]=1[F:8].C1C=CC(P(C2C=CC=CC=2)C2C=CC=CC=2)=CC=1.[CH3:33][O:34][CH2:35][CH2:36]O.N(C(OC(C)C)=O)=NC(OC(C)C)=O, predict the reaction product. The product is: [F:9][C:6]1[CH:5]=[C:4]([O:10][CH2:36][CH2:35][O:34][CH3:33])[C:3]([N+:11]([O-:13])=[O:12])=[C:2]([F:1])[C:7]=1[F:8]. (4) Given the reactants C(OC([N:8]1[CH2:13][CH2:12][CH:11]([C:14]2[CH:19]=[C:18]([CH3:20])[C:17]([C:21]([N:23](C(OCC3C=CC=CC=3)=O)[C:24]([NH2:26])=[NH:25])=[O:22])=[CH:16][C:15]=2[C:37]([F:40])([F:39])[F:38])[CH2:10][CH2:9]1)=O)(C)(C)C.Cl.[CH3:42][OH:43], predict the reaction product. The product is: [CH3:20][C:18]1[CH:19]=[C:14]([CH:11]2[CH2:12][CH2:13][NH:8][CH2:9][CH2:10]2)[C:15]([C:37]([F:38])([F:39])[F:40])=[CH:16][C:17]=1[C:21]([NH:23][C:24]([NH:26][C:42]([O:22][CH2:21][C:17]1[CH:18]=[CH:19][CH:14]=[CH:15][CH:16]=1)=[O:43])=[NH:25])=[O:22]. (5) Given the reactants [NH2:1][C:2]1[CH:10]=[C:9]2[C:5]([C:6]([CH3:20])([CH3:19])[C:7](=[O:18])[N:8]2[CH2:11][CH2:12][CH2:13][S:14][CH:15]2[CH2:17][CH2:16]2)=[CH:4][CH:3]=1.[C:21](Cl)(=[O:28])[C:22]1[CH:27]=[CH:26][N:25]=[CH:24][CH:23]=1.CCN(C(C)C)C(C)C, predict the reaction product. The product is: [CH:15]1([S:14][CH2:13][CH2:12][CH2:11][N:8]2[C:9]3[C:5](=[CH:4][CH:3]=[C:2]([NH:1][C:21](=[O:28])[C:22]4[CH:27]=[CH:26][N:25]=[CH:24][CH:23]=4)[CH:10]=3)[C:6]([CH3:20])([CH3:19])[C:7]2=[O:18])[CH2:17][CH2:16]1. (6) Given the reactants [C:1]([C:5]1[CH:6]=[C:7]([CH:10]=[CH:11][CH:12]=1)[C:8]#[N:9])([CH3:4])([CH3:3])[CH3:2].[CH2:13]1CCCC[CH2:14]1.CCOC(C)=O, predict the reaction product. The product is: [C:1]([C:5]1[CH:6]=[C:7]([C:8]2([NH2:9])[CH2:14][CH2:13]2)[CH:10]=[CH:11][CH:12]=1)([CH3:4])([CH3:2])[CH3:3]. (7) Given the reactants [NH2:1][C:2]1[N:7]=[CH:6][C:5]([C:8]#N)=[CH:4][C:3]=1[CH3:10].[OH-:11].[Na+].[CH3:13][OH:14], predict the reaction product. The product is: [NH2:1][C:2]1[N:7]=[CH:6][C:5]([C:8]([O:14][CH3:13])=[O:11])=[CH:4][C:3]=1[CH3:10].